This data is from Reaction yield outcomes from USPTO patents with 853,638 reactions. The task is: Predict the reaction yield, written as a fraction of the theoretical maximum amount of product (1.0 means a 100% yield; for example, 0.34 means a 34% yield). The reactants are [O:1]=[C:2]1[C:7]2[N:8]([CH2:15][CH2:16]C)[C:9]3[CH:10]=[CH:11][CH:12]=[CH:13][C:14]=3[C:6]=2[N:5]=[C:4]([S:18][CH2:19][C:20]([O:22]C(C)(C)C)=[O:21])[N:3]1[C:27]1[CH:32]=[CH:31][CH:30]=[CH:29][CH:28]=1.FC(F)(F)C(O)=O.C(#[N:42])C. No catalyst specified. The product is [C:16]([CH2:15][N:8]1[C:9]2[CH:10]=[CH:11][CH:12]=[CH:13][C:14]=2[C:6]2[N:5]=[C:4]([S:18][CH2:19][C:20]([OH:22])=[O:21])[N:3]([C:27]3[CH:28]=[CH:29][CH:30]=[CH:31][CH:32]=3)[C:2](=[O:1])[C:7]1=2)#[N:42]. The yield is 1.00.